This data is from Full USPTO retrosynthesis dataset with 1.9M reactions from patents (1976-2016). The task is: Predict the reactants needed to synthesize the given product. (1) Given the product [CH2:35]([O:34][C@H:32]1[CH2:31][N:30]([C:42]([O:44][C:45]([CH3:46])([CH3:47])[CH3:48])=[O:43])[C@@H:29]([C@@H:27]([OH:28])[C@@H:26]([NH:25][C:6](=[O:7])[C:5]2[CH:9]=[C:10]([C:12]([N:14]3[CH2:18][CH2:17][CH2:16][C@@H:15]3[C:19]3[S:20][CH:21]=[C:22]([CH3:24])[N:23]=3)=[O:13])[CH:11]=[C:3]([CH2:2][F:1])[CH:4]=2)[CH2:49][C:50]2[CH:51]=[CH:52][CH:53]=[CH:54][CH:55]=2)[CH2:33]1)[C:36]1[CH:41]=[CH:40][CH:39]=[CH:38][CH:37]=1, predict the reactants needed to synthesize it. The reactants are: [F:1][CH2:2][C:3]1[CH:4]=[C:5]([CH:9]=[C:10]([C:12]([N:14]2[CH2:18][CH2:17][CH2:16][C@@H:15]2[C:19]2[S:20][CH:21]=[C:22]([CH3:24])[N:23]=2)=[O:13])[CH:11]=1)[C:6](O)=[O:7].[NH2:25][C@@H:26]([CH2:49][C:50]1[CH:55]=[CH:54][CH:53]=[CH:52][CH:51]=1)[C@@H:27]([C@H:29]1[CH2:33][C@@H:32]([O:34][CH2:35][C:36]2[CH:41]=[CH:40][CH:39]=[CH:38][CH:37]=2)[CH2:31][N:30]1[C:42]([O:44][C:45]([CH3:48])([CH3:47])[CH3:46])=[O:43])[OH:28].C(N(CC)CC)C.F[P-](F)(F)(F)(F)F.N1(O[P+](N(C)C)(N(C)C)N(C)C)C2C=CC=CC=2N=N1. (2) Given the product [Br:15][C:16]1[CH:21]=[CH:20][C:19]([N:1]2[CH2:2][CH2:3][CH:4]([NH:7][C:8](=[O:14])[O:9][C:10]([CH3:11])([CH3:13])[CH3:12])[CH2:5][CH2:6]2)=[CH:18][CH:17]=1, predict the reactants needed to synthesize it. The reactants are: [NH:1]1[CH2:6][CH2:5][CH:4]([NH:7][C:8](=[O:14])[O:9][C:10]([CH3:13])([CH3:12])[CH3:11])[CH2:3][CH2:2]1.[Br:15][C:16]1[CH:21]=[CH:20][C:19](I)=[CH:18][CH:17]=1.C([O-])([O-])=O.[Cs+].[Cs+]. (3) The reactants are: [CH2:1]([N:8]([CH2:10][C:11]1[C:12]([C:43]([OH:45])=O)=[C:13]([N:28]([CH2:34][C:35]2[C:40]([F:41])=[CH:39][CH:38]=[CH:37][C:36]=2[F:42])[C:29]([O:31]CC)=O)[S:14][C:15]=1[C:16]1[CH:21]=[CH:20][C:19]([NH:22][C:23]([NH:25][O:26][CH3:27])=[O:24])=[CH:18][CH:17]=1)[CH3:9])[C:2]1[CH:7]=[CH:6][CH:5]=[CH:4][CH:3]=1.[F:46][C:47]1[CH:53]=[CH:52][C:50]([NH2:51])=[CH:49][CH:48]=1. Given the product [CH2:1]([N:8]([CH2:10][C:11]1[C:12]2[C:43](=[O:45])[N:51]([C:50]3[CH:52]=[CH:53][C:47]([F:46])=[CH:48][CH:49]=3)[C:29](=[O:31])[N:28]([CH2:34][C:35]3[C:40]([F:41])=[CH:39][CH:38]=[CH:37][C:36]=3[F:42])[C:13]=2[S:14][C:15]=1[C:16]1[CH:21]=[CH:20][C:19]([NH:22][C:23]([NH:25][O:26][CH3:27])=[O:24])=[CH:18][CH:17]=1)[CH3:9])[C:2]1[CH:3]=[CH:4][CH:5]=[CH:6][CH:7]=1, predict the reactants needed to synthesize it. (4) The reactants are: [CH2:1]([C:4]1[C:11]([O:12][CH3:13])=[CH:10][CH:9]=[CH:8][C:5]=1CO)[CH:2]=[CH2:3].[Si:14](Cl)([C:17]([CH3:20])([CH3:19])[CH3:18])([CH3:16])[CH3:15].N1C=CN=C1.[OH2:27]. Given the product [CH2:1]([C:4]1[CH:5]=[CH:8][CH:9]=[C:10]([O:27][Si:14]([C:17]([CH3:20])([CH3:19])[CH3:18])([CH3:16])[CH3:15])[C:11]=1[O:12][CH3:13])[CH:2]=[CH2:3], predict the reactants needed to synthesize it. (5) Given the product [Br:9][C:10]1[CH:11]=[N:12][CH:13]=[C:14]([F:16])[C:15]=1[C:18]([O:20][CH2:21][CH3:22])=[O:19], predict the reactants needed to synthesize it. The reactants are: [Li+].CC([N-]C(C)C)C.[Br:9][C:10]1[CH:11]=[N:12][CH:13]=[C:14]([F:16])[CH:15]=1.Cl[C:18]([O:20][CH2:21][CH3:22])=[O:19]. (6) Given the product [C:2]([CH:4]1[CH2:7][N:6]([C:26]([C@H:21]([NH:20][C:13]([C:57]2[C:55]3[C:54](=[N:53][CH:52]=[C:51]([C:49]4[CH:48]=[N:47][N:46]([CH3:45])[CH:50]=4)[N:56]=3)[NH:59][CH:58]=2)=[O:15])[CH2:22][CH:23]([CH3:24])[CH3:25])=[O:28])[CH2:5]1)#[N:3], predict the reactants needed to synthesize it. The reactants are: Cl.[C:2]([CH:4]1[CH2:7][NH:6][CH2:5]1)#[N:3].N1CCCC1.[C:13]([NH:20][C@@H:21]([C:26]([OH:28])=O)[CH2:22][CH:23]([CH3:25])[CH3:24])([O:15]C(C)(C)C)=O.C(N[C@@H](C(O)=O)C(C)(C)C)(OC(C)(C)C)=O.[CH3:45][N:46]1[CH:50]=[C:49]([C:51]2[N:56]=[C:55]3[C:57](C(O)=O)=[CH:58][N:59](COCC[Si](C)(C)C)[C:54]3=[N:53][CH:52]=2)[CH:48]=[N:47]1.C1(C2N=C3C(C(O)=O)=CN(COCC[Si](C)(C)C)C3=NC=2)CC1.FC(F)(F)C(O)=O.